This data is from Reaction yield outcomes from USPTO patents with 853,638 reactions. The task is: Predict the reaction yield, written as a fraction of the theoretical maximum amount of product (1.0 means a 100% yield; for example, 0.34 means a 34% yield). (1) The reactants are Br[C:2]1[CH:10]=[CH:9][C:5]([C:6]([OH:8])=[O:7])=[CH:4]N=1.[CH2:11]([O:13][C:14]1[CH:15]=[C:16](B(O)O)[CH:17]=[CH:18][C:19]=1[O:20][CH3:21])[CH3:12].[C:25]([O-])([O-])=O.[Na+].[Na+].O. The catalyst is COCCOC.C1C=CC([P]([Pd]([P](C2C=CC=CC=2)(C2C=CC=CC=2)C2C=CC=CC=2)([P](C2C=CC=CC=2)(C2C=CC=CC=2)C2C=CC=CC=2)[P](C2C=CC=CC=2)(C2C=CC=CC=2)C2C=CC=CC=2)(C2C=CC=CC=2)C2C=CC=CC=2)=CC=1. The product is [CH2:11]([O:13][C:14]1[CH:15]=[C:16]([C:25]2[CH:2]=[CH:10][CH:9]=[C:5]([C:6]([OH:8])=[O:7])[CH:4]=2)[CH:17]=[CH:18][C:19]=1[O:20][CH3:21])[CH3:12]. The yield is 0.760. (2) The reactants are [C:1]([O:5][CH:6]([C:11]1[C:12]([C:25]2[CH:30]=[CH:29][CH:28]=[CH:27][CH:26]=2)=[C:13]2[C:20]([CH3:21])=[C:19]([CH3:22])[N:18]([CH2:23][CH3:24])[C:14]2=[N:15][C:16]=1[CH3:17])[C:7]([O:9][CH3:10])=[O:8])([CH3:4])([CH3:3])[CH3:2].[F:31]C1C=CC(B(O)O)=CC=1.C(=O)(O)[O-].[Na+]. The catalyst is CC(N(C)C)=O.O. The product is [C:1]([O:5][CH:6]([C:11]1[C:12]([C:25]2[CH:30]=[CH:29][C:28]([F:31])=[CH:27][CH:26]=2)=[C:13]2[C:20]([CH3:21])=[C:19]([CH3:22])[N:18]([CH2:23][CH3:24])[C:14]2=[N:15][C:16]=1[CH3:17])[C:7]([O:9][CH3:10])=[O:8])([CH3:2])([CH3:3])[CH3:4]. The yield is 0.620. (3) The reactants are [Cl:1][S:2]([N:5]=[C:6]=[O:7])(=[O:4])=[O:3].[C:8]([OH:12])([CH3:11])([CH3:10])[CH3:9]. The catalyst is C1C=CC=CC=1. The product is [C:8]([O:12][C:6](=[O:7])[NH:5][S:2]([Cl:1])(=[O:4])=[O:3])([CH3:11])([CH3:10])[CH3:9]. The yield is 0.650. (4) The product is [CH:1]1([N:6]2[CH2:7][CH2:8][N:9]([C:12]([C:14]3[CH:15]=[C:16]4[C:20](=[CH:21][CH:22]=3)[N:19]([S:34]([CH3:33])(=[O:36])=[O:35])[C:18]([C:23]([N:25]3[CH2:26][CH2:27][O:28][CH2:29][CH2:30]3)=[O:24])=[CH:17]4)=[O:13])[CH2:10][CH2:11]2)[CH2:5][CH2:4][CH2:3][CH2:2]1. The catalyst is CN(C)C=O. The yield is 0.540. The reactants are [CH:1]1([N:6]2[CH2:11][CH2:10][N:9]([C:12]([C:14]3[CH:15]=[C:16]4[C:20](=[CH:21][CH:22]=3)[NH:19][C:18]([C:23]([N:25]3[CH2:30][CH2:29][O:28][CH2:27][CH2:26]3)=[O:24])=[CH:17]4)=[O:13])[CH2:8][CH2:7]2)[CH2:5][CH2:4][CH2:3][CH2:2]1.[H-].[Na+].[CH3:33][S:34](Cl)(=[O:36])=[O:35]. (5) The reactants are [Br:1][C:2]1[CH:3]=[C:4]2[C:9](=[N:10][CH:11]=1)[NH:8][CH2:7][CH2:6][CH:5]2[OH:12].[Cl:13][C:14]1[CH:15]=[C:16](O)[CH:17]=[CH:18][CH:19]=1. The catalyst is CO.C(Cl)Cl. The product is [Br:1][C:2]1[CH:3]=[C:4]2[C:9](=[N:10][CH:11]=1)[NH:8][CH2:7][CH2:6][CH:5]2[O:12][C:18]1[CH:17]=[CH:16][CH:15]=[C:14]([Cl:13])[CH:19]=1. The yield is 0.600.